From a dataset of Peptide-MHC class I binding affinity with 185,985 pairs from IEDB/IMGT. Regression. Given a peptide amino acid sequence and an MHC pseudo amino acid sequence, predict their binding affinity value. This is MHC class I binding data. (1) The peptide sequence is GGFTFKRTK. The MHC is HLA-A33:01 with pseudo-sequence HLA-A33:01. The binding affinity (normalized) is 0.0940. (2) The peptide sequence is GVDGGWQAL. The MHC is HLA-A29:02 with pseudo-sequence HLA-A29:02. The binding affinity (normalized) is 0.0847. (3) The peptide sequence is ITANPVVTKK. The MHC is HLA-A11:01 with pseudo-sequence HLA-A11:01. The binding affinity (normalized) is 0.590. (4) The peptide sequence is NTMCTEETKR. The MHC is HLA-A68:01 with pseudo-sequence HLA-A68:01. The binding affinity (normalized) is 0.734. (5) The peptide sequence is RKLTNPANK. The MHC is HLA-A26:01 with pseudo-sequence HLA-A26:01. The binding affinity (normalized) is 0.0847. (6) The peptide sequence is TMLSIILVII. The MHC is HLA-A02:01 with pseudo-sequence HLA-A02:01. The binding affinity (normalized) is 0.534. (7) The peptide sequence is ITKEIKNRDK. The MHC is HLA-A33:01 with pseudo-sequence HLA-A33:01. The binding affinity (normalized) is 0.0310. (8) The peptide sequence is FTSSFYNYV. The MHC is HLA-A02:01 with pseudo-sequence HLA-A02:01. The binding affinity (normalized) is 0.926. (9) The peptide sequence is DTACLAKSY. The MHC is HLA-A80:01 with pseudo-sequence HLA-A80:01. The binding affinity (normalized) is 0.350.